Task: Predict which catalyst facilitates the given reaction.. Dataset: Catalyst prediction with 721,799 reactions and 888 catalyst types from USPTO Reactant: [F:1][C@@H:2]1[C@@H:6]([CH2:7][OH:8])[O:5][C@@H:4]([N:9]2[C:19]3[N:18]=[C:16]([NH2:17])[NH:15][C:13](=[O:14])[C:12]=3[N:11]=[CH:10]2)[CH2:3]1.C1C=CC2N(O)N=NC=2C=1.[C:30]([NH:40][C@H:41]([C:45]([O:47][CH2:48][CH:49]([O:69][C:70](=[O:76])[CH2:71][CH2:72][C:73](O)=[O:74])[CH2:50][O:51][C:52](=[O:68])[C@H:53]([CH:65]([CH3:67])[CH3:66])[NH:54][C:55]([O:57][CH2:58][C:59]1[CH:64]=[CH:63][CH:62]=[CH:61][CH:60]=1)=[O:56])=[O:46])[CH:42]([CH3:44])[CH3:43])([O:32][CH2:33][C:34]1[CH:39]=[CH:38][CH:37]=[CH:36][CH:35]=1)=[O:31].C1CCC(N=C=NC2CCCCC2)CC1. Product: [F:1][C@@H:2]1[C@@H:6]([CH2:7][O:8][C:73](=[O:74])[CH2:72][CH2:71][C:70]([O:69][CH:49]([CH2:50][O:51][C:52](=[O:68])[C@H:53]([CH:65]([CH3:67])[CH3:66])[NH:54][C:55]([O:57][CH2:58][C:59]2[CH:64]=[CH:63][CH:62]=[CH:61][CH:60]=2)=[O:56])[CH2:48][O:47][C:45](=[O:46])[C@H:41]([CH:42]([CH3:44])[CH3:43])[NH:40][C:30]([O:32][CH2:33][C:34]2[CH:39]=[CH:38][CH:37]=[CH:36][CH:35]=2)=[O:31])=[O:76])[O:5][C@@H:4]([N:9]2[C:19]3[N:18]=[C:16]([NH2:17])[NH:15][C:13](=[O:14])[C:12]=3[N:11]=[CH:10]2)[CH2:3]1. The catalyst class is: 241.